This data is from Catalyst prediction with 721,799 reactions and 888 catalyst types from USPTO. The task is: Predict which catalyst facilitates the given reaction. Product: [S:23]([O:11][CH2:10][CH2:9][C:8]1[CH:12]=[CH:13][CH:14]=[C:6]([N:1]2[CH2:5][CH2:4][CH2:3][CH2:2]2)[CH:7]=1)(=[O:25])(=[O:24])[CH3:22]. Reactant: [N:1]1([C:6]2[CH:7]=[C:8]([CH:12]=[CH:13][CH:14]=2)[CH2:9][CH2:10][OH:11])[CH2:5][CH2:4][CH2:3][CH2:2]1.C(N(CC)CC)C.[CH3:22][S:23](Cl)(=[O:25])=[O:24].C(=O)([O-])O.[Na+]. The catalyst class is: 4.